From a dataset of Forward reaction prediction with 1.9M reactions from USPTO patents (1976-2016). Predict the product of the given reaction. Given the reactants [CH2:1]([O:8][C:9]([NH:11][C:12]1[C:13]([CH3:46])=[C:14]([C:18]2[C:30]3[C:29]4[C:24](=[CH:25][C:26]([NH:31][C:32]([O:34][CH2:35][CH2:36][Si:37]([CH3:40])([CH3:39])[CH3:38])=[O:33])=[CH:27][CH:28]=4)[NH:23][C:22]=3[C:21]([C:41]([O:43]CC)=[O:42])=[N:20][CH:19]=2)[CH:15]=[CH:16][CH:17]=1)=[O:10])[C:2]1[CH:7]=[CH:6][CH:5]=[CH:4][CH:3]=1.O.[OH-].[Li+], predict the reaction product. The product is: [CH2:1]([O:8][C:9]([NH:11][C:12]1[C:13]([CH3:46])=[C:14]([C:18]2[C:30]3[C:29]4[C:24](=[CH:25][C:26]([NH:31][C:32]([O:34][CH2:35][CH2:36][Si:37]([CH3:38])([CH3:39])[CH3:40])=[O:33])=[CH:27][CH:28]=4)[NH:23][C:22]=3[C:21]([C:41]([OH:43])=[O:42])=[N:20][CH:19]=2)[CH:15]=[CH:16][CH:17]=1)=[O:10])[C:2]1[CH:7]=[CH:6][CH:5]=[CH:4][CH:3]=1.